Dataset: Reaction yield outcomes from USPTO patents with 853,638 reactions. Task: Predict the reaction yield, written as a fraction of the theoretical maximum amount of product (1.0 means a 100% yield; for example, 0.34 means a 34% yield). (1) The reactants are [CH3:1][C:2]1[CH:7]=[CH:6][N:5]=[C:4]([NH2:8])[CH:3]=1.[Li+].C[Si]([N-][Si](C)(C)C)(C)C.[CH3:19][C:20]1([CH3:36])[C:24]([CH3:26])([CH3:25])[O:23][B:22]([C:27]2[CH:35]=[CH:34][C:30]([C:31](Cl)=[O:32])=[CH:29][CH:28]=2)[O:21]1. The catalyst is C1COCC1.ClCCl. The product is [CH3:1][C:2]1[CH:7]=[CH:6][N:5]=[C:4]([NH:8][C:31](=[O:32])[C:30]2[CH:29]=[CH:28][C:27]([B:22]3[O:23][C:24]([CH3:25])([CH3:26])[C:20]([CH3:36])([CH3:19])[O:21]3)=[CH:35][CH:34]=2)[CH:3]=1. The yield is 0.407. (2) The reactants are [Cl:1][C:2]1[CH:3]=[CH:4][C:5](I)=[C:6]([C:8]([C:10]2[C:15]([O:16][CH3:17])=[CH:14][CH:13]=[CH:12][C:11]=2[F:18])=[O:9])[CH:7]=1.[CH2:20]([NH:23][C:24](=[O:30])[O:25][C:26]([CH3:29])([CH3:28])[CH3:27])[C:21]#[CH:22].C1CCCCC1.C(NCC)C. The catalyst is [Cu](I)I.ClC1C=CC2C3N=C(NC4C=CC(C(O)=O)=C(OC)C=4)N=CC=3CN=C(C3C(OC)=CC=CC=3F)C=2C=1.CC(OC)(C)C.O. The product is [Cl:1][C:2]1[CH:3]=[CH:4][C:5]([C:22]#[C:21][CH2:20][NH:23][C:24](=[O:30])[O:25][C:26]([CH3:28])([CH3:27])[CH3:29])=[C:6]([C:8](=[O:9])[C:10]2[C:15]([O:16][CH3:17])=[CH:14][CH:13]=[CH:12][C:11]=2[F:18])[CH:7]=1. The yield is 0.800. (3) The reactants are [C:1]([C:5]1[CH:10]=[CH:9][C:8]([N+:11]([O-:13])=[O:12])=[CH:7][C:6]=1N)([CH3:4])([CH3:3])[CH3:2].N([O-])=O.[Na+].[O-:19][S:20]([O-:22])=O.[Na+].[Na+].[ClH:25]. The catalyst is O.[O-]S([O-])(=O)=O.[Cu+2]. The product is [C:1]([C:5]1[CH:10]=[CH:9][C:8]([N+:11]([O-:13])=[O:12])=[CH:7][C:6]=1[S:20]([Cl:25])(=[O:22])=[O:19])([CH3:4])([CH3:3])[CH3:2]. The yield is 0.170. (4) The reactants are Cl[C:2]1[CH:7]=[C:6]([C:8]([F:11])([F:10])[F:9])[N:5]=[C:4]([C:12]2[CH:13]=[N:14][CH:15]=[CH:16][CH:17]=2)[N:3]=1.[CH3:18][O:19][C:20]1[CH:21]=[C:22]([CH:25]=[CH:26][CH:27]=1)[CH2:23][NH2:24]. The catalyst is C(O)C. The product is [CH3:18][O:19][C:20]1[CH:21]=[C:22]([CH:25]=[CH:26][CH:27]=1)[CH2:23][NH:24][C:2]1[CH:7]=[C:6]([C:8]([F:11])([F:10])[F:9])[N:5]=[C:4]([C:12]2[CH:13]=[N:14][CH:15]=[CH:16][CH:17]=2)[N:3]=1. The yield is 0.200.